Dataset: Reaction yield outcomes from USPTO patents with 853,638 reactions. Task: Predict the reaction yield, written as a fraction of the theoretical maximum amount of product (1.0 means a 100% yield; for example, 0.34 means a 34% yield). (1) The reactants are Br[CH2:2][C:3]([C:5]1[CH:10]=[CH:9][C:8]([Br:11])=[CH:7][C:6]=1[F:12])=O.[NH2:13][C:14]1[C:19](OC)=[CH:18][CH:17]=[CH:16][N:15]=1.C[CH2:23][OH:24]. The catalyst is O. The product is [Br:11][C:8]1[CH:9]=[CH:10][C:5]([C:3]2[N:13]=[C:14]3[CH:19]=[CH:18][CH:17]=[C:16]([O:24][CH3:23])[N:15]3[CH:2]=2)=[C:6]([F:12])[CH:7]=1. The yield is 0.320. (2) The reactants are [CH2:1]([C:4]1([S:7]([NH:10][C:11]2[C:19]([NH:20][C:21]3[CH:26]=[CH:25][C:24]([I:27])=[CH:23][C:22]=3[F:28])=[C:18]([F:29])[C:14]3[N:15]=[N:16][S:17][C:13]=3[CH:12]=2)(=[O:9])=[O:8])[CH2:6][CH2:5]1)[CH:2]=[CH2:3].C[N+]1([O-])CC[O:34]CC1.[OH2:38]. The catalyst is C1COCC1.[Os](=O)(=O)(=O)=O. The product is [OH:38][CH:2]([CH2:3][OH:34])[CH2:1][C:4]1([S:7]([NH:10][C:11]2[C:19]([NH:20][C:21]3[CH:26]=[CH:25][C:24]([I:27])=[CH:23][C:22]=3[F:28])=[C:18]([F:29])[C:14]3[N:15]=[N:16][S:17][C:13]=3[CH:12]=2)(=[O:8])=[O:9])[CH2:5][CH2:6]1. The yield is 0.565. (3) The reactants are Cl[C:2]1[C:3]2[CH:10]=[CH:9][N:8]([CH2:11][O:12][CH2:13][CH2:14][Si:15]([CH3:18])([CH3:17])[CH3:16])[C:4]=2[N:5]=[CH:6][N:7]=1.[S:19]1[CH:23]=[CH:22][N:21]=[CH:20]1.C([O-])(=O)C.[K+]. The catalyst is CN(C)C(=O)C.C1C=CC([P]([Pd]([P](C2C=CC=CC=2)(C2C=CC=CC=2)C2C=CC=CC=2)([P](C2C=CC=CC=2)(C2C=CC=CC=2)C2C=CC=CC=2)[P](C2C=CC=CC=2)(C2C=CC=CC=2)C2C=CC=CC=2)(C2C=CC=CC=2)C2C=CC=CC=2)=CC=1. The product is [S:19]1[C:23]([C:2]2[C:3]3[CH:10]=[CH:9][N:8]([CH2:11][O:12][CH2:13][CH2:14][Si:15]([CH3:18])([CH3:17])[CH3:16])[C:4]=3[N:5]=[CH:6][N:7]=2)=[CH:22][N:21]=[CH:20]1. The yield is 0.640. (4) The reactants are [C:1]([C:4]1[CH:18]=[CH:17][CH:16]=[CH:15][C:5]=1[O:6][C:7]1[CH:12]=[N:11][NH:10][C:9](=[O:13])[C:8]=1Cl)(=[O:3])[CH3:2].C(O)=O.C([O-])=O.[NH4+]. The catalyst is [Pd].C(O)C. The product is [C:1]([C:4]1[CH:18]=[CH:17][CH:16]=[CH:15][C:5]=1[O:6][C:7]1[CH:12]=[N:11][NH:10][C:9](=[O:13])[CH:8]=1)(=[O:3])[CH3:2]. The yield is 0.900. (5) The product is [ClH:43].[ClH:45].[Cl:43][C:37]1[CH:36]=[C:35]([C:10]2[CH:11]=[C:12]3[C:7](=[CH:8][CH:9]=2)[N:6]=[CH:5][C:4]([C:1](=[O:3])[CH3:2])=[C:13]3[NH:14][C@H:15]2[CH2:20][CH2:19][C@H:18]([CH2:21][N:22]3[CH2:27][CH2:26][NH:25][CH2:24][CH2:23]3)[CH2:17][CH2:16]2)[CH:40]=[C:39]([F:41])[C:38]=1[OH:42]. The catalyst is C1COCC1. The yield is 0.410. The reactants are [C:1]([C:4]1[CH:5]=[N:6][C:7]2[C:12]([C:13]=1[NH:14][C@H:15]1[CH2:20][CH2:19][C@H:18]([CH2:21][N:22]3[CH2:27][CH2:26][N:25](C(OC(C)(C)C)=O)[CH2:24][CH2:23]3)[CH2:17][CH2:16]1)=[CH:11][C:10]([C:35]1[CH:40]=[C:39]([F:41])[C:38]([OH:42])=[C:37]([Cl:43])[CH:36]=1)=[CH:9][CH:8]=2)(=[O:3])[CH3:2].O.[ClH:45]. (6) The reactants are [OH:1][CH2:2][C:3]([C@H:5]([C@@H:7]([C@@H:9]([CH2:11][OH:12])[OH:10])O)O)=O. The catalyst is O1CCOCC1. The product is [CH:7]1[CH:5]=[C:3]([CH:2]=[O:1])[O:10][C:9]=1[CH2:11][OH:12]. The yield is 0.710.